This data is from NCI-60 drug combinations with 297,098 pairs across 59 cell lines. The task is: Regression. Given two drug SMILES strings and cell line genomic features, predict the synergy score measuring deviation from expected non-interaction effect. (1) Drug 1: CN1C(=O)N2C=NC(=C2N=N1)C(=O)N. Drug 2: C1=CN(C=N1)CC(O)(P(=O)(O)O)P(=O)(O)O. Cell line: NCI-H522. Synergy scores: CSS=2.19, Synergy_ZIP=0.0800, Synergy_Bliss=1.71, Synergy_Loewe=0.817, Synergy_HSA=1.09. (2) Drug 1: C1CNP(=O)(OC1)N(CCCl)CCCl. Drug 2: C1C(C(OC1N2C=NC3=C2NC=NCC3O)CO)O. Cell line: SK-OV-3. Synergy scores: CSS=0.0480, Synergy_ZIP=4.48, Synergy_Bliss=-2.94, Synergy_Loewe=-2.89, Synergy_HSA=-2.92. (3) Drug 1: CCC1=C2CN3C(=CC4=C(C3=O)COC(=O)C4(CC)O)C2=NC5=C1C=C(C=C5)O. Drug 2: CCN(CC)CCNC(=O)C1=C(NC(=C1C)C=C2C3=C(C=CC(=C3)F)NC2=O)C. Cell line: SK-MEL-5. Synergy scores: CSS=5.15, Synergy_ZIP=-0.686, Synergy_Bliss=1.95, Synergy_Loewe=-8.22, Synergy_HSA=1.13.